This data is from Full USPTO retrosynthesis dataset with 1.9M reactions from patents (1976-2016). The task is: Predict the reactants needed to synthesize the given product. (1) Given the product [C:18]1([CH2:24][C:25]([NH:27][C@@H:28]2[C:56](=[O:57])[N:30]3[C:31]([C:40]([O:42][CH:43]([C:44]4[CH:45]=[CH:46][CH:47]=[CH:48][CH:49]=4)[C:50]4[CH:51]=[CH:52][CH:53]=[CH:54][CH:55]=4)=[O:41])=[C:32]([S:12][C:9]4[S:10][CH:11]=[C:7]([C:4]5[CH:3]=[CH:2][N:1]=[CH:6][CH:5]=5)[N:8]=4)[CH2:33][S:34][C@H:29]23)=[O:26])[CH:23]=[CH:22][CH:21]=[CH:20][CH:19]=1, predict the reactants needed to synthesize it. The reactants are: [N:1]1[CH:6]=[CH:5][C:4]([C:7]2[N:8]=[C:9]([SH:12])[S:10][CH:11]=2)=[CH:3][CH:2]=1.C[O-].[Na+].CO.[C:18]1([CH2:24][C:25]([NH:27][C@@H:28]2[C:56](=[O:57])[N:30]3[C:31]([C:40]([O:42][CH:43]([C:50]4[CH:55]=[CH:54][CH:53]=[CH:52][CH:51]=4)[C:44]4[CH:49]=[CH:48][CH:47]=[CH:46][CH:45]=4)=[O:41])=[C:32](OS(C)(=O)=O)[CH2:33][S:34][C@H:29]23)=[O:26])[CH:23]=[CH:22][CH:21]=[CH:20][CH:19]=1.C(O)(=O)C. (2) Given the product [CH:1]1([C:7]2[C:15]3[C:10](=[CH:11][C:12]([C:16]([OH:18])=[O:17])=[CH:13][CH:14]=3)[N:9]([CH2:20][C:21]([N:65]3[CH2:70][CH2:69][O:68][CH2:67][CH2:66]3)=[O:23])[C:8]=2[C:24]2[CH:25]=[CH:26][C:27]([O:30][CH3:31])=[CH:28][CH:29]=2)[CH2:2][CH2:3][CH2:4][CH2:5][CH2:6]1, predict the reactants needed to synthesize it. The reactants are: [CH:1]1([C:7]2[C:15]3[C:10](=[CH:11][C:12]([C:16]([O:18]C)=[O:17])=[CH:13][CH:14]=3)[N:9]([CH2:20][C:21]([OH:23])=O)[C:8]=2[C:24]2[CH:29]=[CH:28][C:27]([O:30][CH3:31])=[CH:26][CH:25]=2)[CH2:6][CH2:5][CH2:4][CH2:3][CH2:2]1.CCN(C(C)C)C(C)C.CN(C(ON1N=NC2C=CC=NC1=2)=[N+](C)C)C.F[P-](F)(F)(F)(F)F.[NH:65]1[CH2:70][CH2:69][O:68][CH2:67][CH2:66]1.[OH-].[K+].